From a dataset of Full USPTO retrosynthesis dataset with 1.9M reactions from patents (1976-2016). Predict the reactants needed to synthesize the given product. Given the product [C:1]([O:5][C:6](=[O:17])[NH:7][C:8]1[CH:9]=[CH:10][C:11]2[CH:15]=[C:14]([C:42]3[C:43]([CH3:47])=[CH:44][N:45]=[C:40]([Cl:39])[N:41]=3)[S:13][C:12]=2[CH:16]=1)([CH3:4])([CH3:2])[CH3:3], predict the reactants needed to synthesize it. The reactants are: [C:1]([O:5][C:6](=[O:17])[NH:7][C:8]1[CH:9]=[CH:10][C:11]2[CH:15]=[CH:14][S:13][C:12]=2[CH:16]=1)([CH3:4])([CH3:3])[CH3:2].C(NC(C)C)(C)C.[Li].C(OB(OC(C)C)OC(C)C)(C)C.[Cl:39][C:40]1[N:45]=[C:44](Cl)[C:43]([CH3:47])=[CH:42][N:41]=1.C(=O)([O-])[O-].[Na+].[Na+].